This data is from Peptide-MHC class I binding affinity with 185,985 pairs from IEDB/IMGT. The task is: Regression. Given a peptide amino acid sequence and an MHC pseudo amino acid sequence, predict their binding affinity value. This is MHC class I binding data. (1) The peptide sequence is QTHFPQFYW. The binding affinity (normalized) is 1.00. The MHC is HLA-B15:17 with pseudo-sequence HLA-B15:17. (2) The peptide sequence is SQEVKMVAW. The MHC is Mamu-B17 with pseudo-sequence Mamu-B17. The binding affinity (normalized) is 0. (3) The peptide sequence is ADILAALTKL. The MHC is H-2-Kd with pseudo-sequence H-2-Kd. The binding affinity (normalized) is 0.391. (4) The peptide sequence is LVTGAGSGF. The MHC is HLA-B46:01 with pseudo-sequence HLA-B46:01. The binding affinity (normalized) is 0.0847. (5) The peptide sequence is GHQAAMQML. The MHC is HLA-A23:01 with pseudo-sequence HLA-A23:01. The binding affinity (normalized) is 0.